Predict the product of the given reaction. From a dataset of Forward reaction prediction with 1.9M reactions from USPTO patents (1976-2016). Given the reactants [NH:1]1[C:5]2=[N:6][CH:7]=[CH:8][CH:9]=[C:4]2[C:3]([CH:10]([C:12]2[CH:13]=[N:14][C:15]([O:18][CH2:19][C:20]3[CH:25]=[CH:24][CH:23]=[C:22]([C:26]([F:29])([F:28])[F:27])[CH:21]=3)=[CH:16][CH:17]=2)O)=[CH:2]1.C([SiH](CC)CC)C, predict the reaction product. The product is: [F:28][C:26]([F:27])([F:29])[C:22]1[CH:21]=[C:20]([CH:25]=[CH:24][CH:23]=1)[CH2:19][O:18][C:15]1[N:14]=[CH:13][C:12]([CH2:10][C:3]2[C:4]3[C:5](=[N:6][CH:7]=[CH:8][CH:9]=3)[NH:1][CH:2]=2)=[CH:17][CH:16]=1.